This data is from Full USPTO retrosynthesis dataset with 1.9M reactions from patents (1976-2016). The task is: Predict the reactants needed to synthesize the given product. Given the product [F:1][C:2]1[CH:3]=[CH:4][C:5]2[N:6]([C:22]3[CH:27]=[CH:26][CH:25]=[CH:24][CH:23]=3)[C:7](=[O:21])[NH:8][CH2:9][C:10]=2[N:11]=1, predict the reactants needed to synthesize it. The reactants are: [F:1][C:2]1[CH:3]=[CH:4][C:5]2[N:6]([C:22]3[CH:27]=[CH:26][CH:25]=[CH:24][CH:23]=3)[C:7](=[O:21])[N:8](CC3C=CC(OC)=CC=3)[CH2:9][C:10]=2[N:11]=1.C(O)(C(F)(F)F)=O.